Dataset: Reaction yield outcomes from USPTO patents with 853,638 reactions. Task: Predict the reaction yield, written as a fraction of the theoretical maximum amount of product (1.0 means a 100% yield; for example, 0.34 means a 34% yield). The reactants are [NH:1]1[C:9]2[C:4](=[CH:5][CH:6]=[CH:7][CH:8]=2)[C:3]([CH2:10][OH:11])=[N:2]1. The catalyst is ClCCl.O=[Mn]=O. The product is [NH:1]1[C:9]2[C:4](=[CH:5][CH:6]=[CH:7][CH:8]=2)[C:3]([CH:10]=[O:11])=[N:2]1. The yield is 0.760.